From a dataset of Catalyst prediction with 721,799 reactions and 888 catalyst types from USPTO. Predict which catalyst facilitates the given reaction. (1) Reactant: [C:1]([O:5][C:6]([N:8]([CH2:14][C:15]1[CH:20]=[CH:19][C:18]([C:21]#[N:22])=[CH:17][CH:16]=1)[CH2:9][C:10]([O:12][CH3:13])=[O:11])=[O:7])([CH3:4])([CH3:3])[CH3:2].Cl.[NH2:24][OH:25]. Product: [C:1]([O:5][C:6]([N:8]([CH2:14][C:15]1[CH:16]=[CH:17][C:18]([C:21](=[NH:22])[NH:24][OH:25])=[CH:19][CH:20]=1)[CH2:9][C:10]([O:12][CH3:13])=[O:11])=[O:7])([CH3:4])([CH3:2])[CH3:3]. The catalyst class is: 499. (2) Reactant: [CH3:1][O:2][C:3]([CH:5]1[CH2:9][NH:8][CH:7]2[CH2:10][CH2:11][N:12]([C:13](=[O:29])[CH:14]([NH:21][C:22]([O:24][C:25]([CH3:28])([CH3:27])[CH3:26])=[O:23])[CH:15]3[CH2:20][CH2:19][CH2:18][CH2:17][CH2:16]3)[CH:6]12)=[O:4].[CH:30]1([C:33](Cl)=[O:34])[CH2:32][CH2:31]1. Product: [CH3:1][O:2][C:3]([CH:5]1[CH2:9][N:8]([C:33]([CH:30]2[CH2:32][CH2:31]2)=[O:34])[CH:7]2[CH2:10][CH2:11][N:12]([C:13](=[O:29])[CH:14]([NH:21][C:22]([O:24][C:25]([CH3:26])([CH3:28])[CH3:27])=[O:23])[CH:15]3[CH2:20][CH2:19][CH2:18][CH2:17][CH2:16]3)[CH:6]12)=[O:4]. The catalyst class is: 2. (3) Reactant: Br[CH2:2][C:3]([N:5]([CH2:7][C:8]1[S:16][C:15]2[C:14]([N:17]3[CH2:22][CH2:21][O:20][CH2:19][CH2:18]3)=[N:13][C:12]([Cl:23])=[N:11][C:10]=2[CH:9]=1)[CH3:6])=[O:4].CCN(CC)CC.Cl.[OH:32][C@@H:33]1[CH2:38][CH2:37][CH2:36][NH:35][CH2:34]1. Product: [Cl:23][C:12]1[N:13]=[C:14]([N:17]2[CH2:22][CH2:21][O:20][CH2:19][CH2:18]2)[C:15]2[S:16][C:8]([CH2:7][N:5]([CH3:6])[C:3](=[O:4])[CH2:2][N:35]3[CH2:36][CH2:37][CH2:38][C@@H:33]([OH:32])[CH2:34]3)=[CH:9][C:10]=2[N:11]=1. The catalyst class is: 12. (4) Reactant: Br[CH2:2][C:3]([C:5]1[CH:10]=[CH:9][CH:8]=[C:7]([Cl:11])[CH:6]=1)=O.[N:12]1([C:17]2[CH:18]=[C:19]([NH:23][C:24]([NH2:26])=[S:25])[CH:20]=[CH:21][CH:22]=2)[CH:16]=[CH:15][N:14]=[CH:13]1.C(OCC)(=O)C.C(=O)([O-])[O-].[K+].[K+]. Product: [Cl:11][C:7]1[CH:6]=[C:5]([C:3]2[N:26]=[C:24]([NH:23][C:19]3[CH:20]=[CH:21][CH:22]=[C:17]([N:12]4[CH:16]=[CH:15][N:14]=[CH:13]4)[CH:18]=3)[S:25][CH:2]=2)[CH:10]=[CH:9][CH:8]=1. The catalyst class is: 8. (5) Reactant: C1(P(C2C=CC=CC=2)C2C=CC=CC=2)C=CC=CC=1.[Br:20]Br.[C:22]([C:26]1[CH:31]=[CH:30][C:29]([C:32]2[CH:37]=[CH:36][N+:35]([O-])=[CH:34][CH:33]=2)=[CH:28][CH:27]=1)([CH3:25])([CH3:24])[CH3:23]. Product: [C:22]([C:26]1[CH:31]=[CH:30][C:29]([C:32]2[CH:37]=[CH:36][N:35]=[C:34]([Br:20])[CH:33]=2)=[CH:28][CH:27]=1)([CH3:25])([CH3:24])[CH3:23]. The catalyst class is: 448.